Task: Predict the reactants needed to synthesize the given product.. Dataset: Full USPTO retrosynthesis dataset with 1.9M reactions from patents (1976-2016) (1) Given the product [NH2:46][C:44]1[N:45]=[C:40]2[CH:39]=[CH:38][C:37]([C:34]3[CH:35]=[N:36][C:31]([Cl:30])=[C:32]([NH:65][S:66]([CH3:69])(=[O:68])=[O:67])[CH:33]=3)=[N:42][N:41]2[C:43]=1[C:50]1[CH:55]=[CH:54][C:53]([F:56])=[C:52]([CH:51]=1)[C:57]([OH:58])=[O:19], predict the reactants needed to synthesize it. The reactants are: NC1N=C2C=CC(C3C=C(NS(C)(=O)=[O:19])C(Cl)=NC=3)=NN2C=1C1C=CC=C(F)C=1.[Cl:30][C:31]1[N:36]=[CH:35][C:34]([C:37]2[CH:38]=[CH:39][C:40]3[N:41]([C:43]([C:50]4[CH:55]=[CH:54][C:53]([F:56])=[C:52]([C:57](N5CCOCC5)=[O:58])[CH:51]=4)=[C:44]([NH:46]C(=O)C)[N:45]=3)[N:42]=2)=[CH:33][C:32]=1[NH:65][S:66]([CH3:69])(=[O:68])=[O:67].[OH-].[Na+]. (2) Given the product [F:1][C:2]1[CH:11]=[N:10][CH:9]=[CH:8][C:3]=1[C:4]([OH:6])=[O:5].[Cl:12][C:9]1[CH:8]=[C:3]([C:2]([F:1])=[CH:11][N:10]=1)[C:4]([O:6][CH3:7])=[O:5].[Cl:25][C:11]1[C:2]([F:1])=[C:3]([CH:8]=[CH:9][N:10]=1)[C:4]([O:6][CH3:7])=[O:5], predict the reactants needed to synthesize it. The reactants are: [F:1][C:2]1[CH:11]=[N:10][CH:9]=[CH:8][C:3]=1[C:4]([O:6][CH3:7])=[O:5].[Cl:12]C1C=CC=C(C(OO)=O)C=1.P(Cl)(Cl)([Cl:25])=O. (3) Given the product [C:7]1([C:6]2[O:5][C:4]([C@H:13]3[CH2:18][CH2:17][C@H:16]([C:19](=[O:20])[NH:21][CH2:22][CH2:23][NH:24][C:25]([C:27]4[C:28]([C:38]([F:41])([F:40])[F:39])=[N:29][N:30]([C:32]5[CH:37]=[CH:36][CH:35]=[CH:34][CH:33]=5)[CH:31]=4)=[O:26])[CH2:15][CH2:14]3)=[N:3][C:2]=2[C:71]([O:74][CH3:42])=[O:72])[CH:12]=[CH:11][CH:10]=[CH:9][CH:8]=1, predict the reactants needed to synthesize it. The reactants are: Br[C:2]1[N:3]=[C:4]([C@H:13]2[CH2:18][CH2:17][C@H:16]([C:19]([NH:21][CH2:22][CH2:23][NH:24][C:25]([C:27]3[C:28]([C:38]([F:41])([F:40])[F:39])=[N:29][N:30]([C:32]4[CH:37]=[CH:36][CH:35]=[CH:34][CH:33]=4)[CH:31]=3)=[O:26])=[O:20])[CH2:15][CH2:14]2)[O:5][C:6]=1[C:7]1[CH:12]=[CH:11][CH:10]=[CH:9][CH:8]=1.[C:42]1(P(C2C=CC=CC=2)CCCP(C2C=CC=CC=2)C2C=CC=CC=2)C=CC=CC=1.[C:71]([O-:74])([O-])=[O:72].[K+].[K+]. (4) Given the product [CH3:18][C:13]1([CH3:19])[C:12](=[O:20])[C:11]([CH3:10])=[C:16]([C:1]2[CH:6]=[CH:5][CH:4]=[CH:3][CH:2]=2)[C:15](=[O:17])[CH2:14]1, predict the reactants needed to synthesize it. The reactants are: [C:1]1(B(O)O)[CH:6]=[CH:5][CH:4]=[CH:3][CH:2]=1.[CH3:10][C:11]1[C:12](=[O:20])[C:13]([CH3:19])([CH3:18])[CH2:14][C:15](=[O:17])[CH:16]=1.S(OOS([O-])(=O)=O)([O-])(=O)=O.[NH4+].[NH4+].C(OCC)(=O)C. (5) Given the product [F:20][C:21]1[CH:22]=[C:23]([S:31]([N:8]2[CH2:9][CH2:10][CH2:11][C:6]3([C:2](=[O:12])[NH:3][CH2:4][CH2:5]3)[CH2:7]2)(=[O:32])=[O:33])[CH:24]=[C:25]([C:27]([F:29])([F:28])[F:30])[CH:26]=1, predict the reactants needed to synthesize it. The reactants are: Cl.[C:2]1(=[O:12])[C:6]2([CH2:11][CH2:10][CH2:9][NH:8][CH2:7]2)[CH2:5][CH2:4][NH:3]1.C(N(CC)CC)C.[F:20][C:21]1[CH:22]=[C:23]([S:31](Cl)(=[O:33])=[O:32])[CH:24]=[C:25]([C:27]([F:30])([F:29])[F:28])[CH:26]=1. (6) Given the product [C:14]([C:2]1([CH3:10])[CH:7]=[CH:6][C:5]([C:11]#[N:12])([CH3:8])[CH:4]=[CH:3]1)#[N:15], predict the reactants needed to synthesize it. The reactants are: Br[C:2]1([CH3:10])[CH:7]=[CH:6][C:5](Br)([CH3:8])[CH:4]=[CH:3]1.[C:11]([Cu])#[N:12].[CH3:14][N:15](C=O)C. (7) Given the product [Cl:1][C:2]1[CH:3]=[C:4]([S:8]([NH:11][C:12]2[C:17]([C:18]3[CH:19]=[CH:20][C:21]([CH2:24][N:27]([CH3:26])[C:28]4[CH:33]=[CH:32][C:31]([O:34][C:35]([F:36])([F:37])[F:38])=[CH:30][CH:29]=4)=[CH:22][CH:23]=3)=[N:16][CH:15]=[CH:14][N:13]=2)(=[O:10])=[O:9])[CH:5]=[CH:6][CH:7]=1, predict the reactants needed to synthesize it. The reactants are: [Cl:1][C:2]1[CH:3]=[C:4]([S:8]([NH:11][C:12]2[C:17]([C:18]3[CH:23]=[CH:22][C:21]([CH2:24]Cl)=[CH:20][CH:19]=3)=[N:16][CH:15]=[CH:14][N:13]=2)(=[O:10])=[O:9])[CH:5]=[CH:6][CH:7]=1.[CH3:26][NH:27][C:28]1[CH:33]=[CH:32][C:31]([O:34][C:35]([F:38])([F:37])[F:36])=[CH:30][CH:29]=1. (8) Given the product [Br:10][CH2:2][C:1]([C:4]1[S:5][CH:6]=[CH:7][C:8]=1[CH3:9])=[O:3], predict the reactants needed to synthesize it. The reactants are: [C:1]([C:4]1[S:5][CH:6]=[CH:7][C:8]=1[CH3:9])(=[O:3])[CH3:2].[Br:10]Br.